Dataset: Catalyst prediction with 721,799 reactions and 888 catalyst types from USPTO. Task: Predict which catalyst facilitates the given reaction. (1) Reactant: [C:1]([O:5][C:6]([N:8]1[CH2:13][CH2:12][N:11]2[C:14](Br)=[N:15][C:16]([CH2:17][CH3:18])=[C:10]2[CH:9]1[CH2:20][CH2:21][C:22]1[CH:27]=[CH:26][C:25]([C:28]([F:31])([F:30])[F:29])=[CH:24][CH:23]=1)=[O:7])([CH3:4])([CH3:3])[CH3:2]. Product: [C:1]([O:5][C:6]([N:8]1[CH2:13][CH2:12][N:11]2[C:14]([C:28]([F:31])([F:30])[F:29])=[N:15][C:16]([CH2:17][CH3:18])=[C:10]2[CH:9]1[CH2:20][CH2:21][C:22]1[CH:27]=[CH:26][C:25]([C:28]([F:31])([F:30])[F:29])=[CH:24][CH:23]=1)=[O:7])([CH3:4])([CH3:3])[CH3:2]. The catalyst class is: 61. (2) Reactant: [H-].[Na+].[CH3:3][N:4]([CH3:8])[CH2:5][CH2:6][OH:7].[C:9]1([N:15]2[C:19]3=[N:20][CH:21]=[N:22][C:23]([NH:24][N:25]=[CH:26][C:27]4[CH:32]=[CH:31][C:30](Cl)=[N:29][CH:28]=4)=[C:18]3[CH:17]=[N:16]2)[CH:14]=[CH:13][CH:12]=[CH:11][CH:10]=1.O. Product: [C:9]1([N:15]2[C:19]3=[N:20][CH:21]=[N:22][C:23]([NH:24][N:25]=[CH:26][C:27]4[CH:32]=[CH:31][C:30]([O:7][CH2:6][CH2:5][N:4]([CH3:8])[CH3:3])=[N:29][CH:28]=4)=[C:18]3[CH:17]=[N:16]2)[CH:14]=[CH:13][CH:12]=[CH:11][CH:10]=1. The catalyst class is: 1. (3) Reactant: [Cl:1][C:2]1[CH:10]=[C:9]([F:11])[C:8]([F:12])=[CH:7][C:3]=1[C:4](O)=[O:5].[H-].[Al+3].[Li+].[H-].[H-].[H-].[Cl-].[NH4+]. Product: [Cl:1][C:2]1[CH:10]=[C:9]([F:11])[C:8]([F:12])=[CH:7][C:3]=1[CH2:4][OH:5]. The catalyst class is: 1. (4) Reactant: [F:1][C:2]1[C:7]([CH:8]2[CH2:13][CH2:12][NH:11][CH2:10][CH2:9]2)=[N:6][CH:5]=[CH:4][N:3]=1.C(N(CC)CC)C.[C:21](Cl)(=[O:23])[CH3:22]. Product: [F:1][C:2]1[C:7]([CH:8]2[CH2:13][CH2:12][N:11]([C:21](=[O:23])[CH3:22])[CH2:10][CH2:9]2)=[N:6][CH:5]=[CH:4][N:3]=1. The catalyst class is: 2. (5) Reactant: [OH:1][C@H:2]1[CH2:7][CH2:6][CH2:5][C@@H:4]([NH:8][C:9]2[C:14]([C:15]([NH2:17])=[O:16])=[CH:13][N:12]=[C:11](S(C)(=O)=O)[N:10]=2)[CH2:3]1.Cl.[CH3:23][O:24][C:25]12[CH2:32][CH2:31][C:28]([NH2:33])([CH2:29][CH2:30]1)[CH2:27][CH2:26]2.CCN(C(C)C)C(C)C. Product: [OH:1][C@H:2]1[CH2:7][CH2:6][CH2:5][C@@H:4]([NH:8][C:9]2[C:14]([C:15]([NH2:17])=[O:16])=[CH:13][N:12]=[C:11]([NH:33][C:28]34[CH2:31][CH2:32][C:25]([O:24][CH3:23])([CH2:26][CH2:27]3)[CH2:30][CH2:29]4)[N:10]=2)[CH2:3]1. The catalyst class is: 37. (6) Reactant: C(OC([N:8]1[CH2:13][CH2:12][CH:11]([NH:14][CH2:15][C:16]2[CH:21]=[CH:20][C:19]([CH3:22])=[C:18]([O:23][C:24]([F:27])([F:26])[F:25])[CH:17]=2)[CH2:10][CH2:9]1)=O)(C)(C)C.Cl. Product: [CH3:22][C:19]1[CH:20]=[CH:21][C:16]([CH2:15][NH:14][CH:11]2[CH2:10][CH2:9][NH:8][CH2:13][CH2:12]2)=[CH:17][C:18]=1[O:23][C:24]([F:26])([F:25])[F:27]. The catalyst class is: 135.